Dataset: Forward reaction prediction with 1.9M reactions from USPTO patents (1976-2016). Task: Predict the product of the given reaction. (1) Given the reactants Cl[C:2]1[N:7]=[CH:6][C:5]([O:8][CH2:9][CH:10]2[CH2:15][CH2:14][N:13]([C:16]([O:18][C:19]([CH3:22])([CH3:21])[CH3:20])=[O:17])[CH2:12][CH2:11]2)=[CH:4][CH:3]=1.[C:23]([C:26]1[CH:31]=[CH:30][C:29](B(O)O)=[CH:28][CH:27]=1)(=[O:25])[CH3:24].O.C([O-])([O-])=O.[Na+].[Na+], predict the reaction product. The product is: [C:23]([C:26]1[CH:31]=[CH:30][C:29]([C:2]2[N:7]=[CH:6][C:5]([O:8][CH2:9][CH:10]3[CH2:15][CH2:14][N:13]([C:16]([O:18][C:19]([CH3:22])([CH3:21])[CH3:20])=[O:17])[CH2:12][CH2:11]3)=[CH:4][CH:3]=2)=[CH:28][CH:27]=1)(=[O:25])[CH3:24]. (2) Given the reactants ClC1N=C(C2SC(N3CCCC3)=NC=2C2C=C(NS(C3C(F)=CC=CC=3F)(=O)=O)C=CC=2)C=CN=1.[CH2:36]([O:39][C:40](=[O:60])[NH:41][C:42]1[CH:47]=[CH:46][C:45]([F:48])=[C:44]([C:49](=O)[CH2:50][C:51]2[CH:56]=[CH:55][N:54]=[C:53]([Cl:57])[N:52]=2)[C:43]=1[F:59])[CH:37]=[CH2:38].[CH3:61][C:62]([CH3:67])([CH3:66])[C:63](=[S:65])[NH2:64], predict the reaction product. The product is: [CH2:36]([O:39][C:40](=[O:60])[NH:41][C:42]1[CH:47]=[CH:46][C:45]([F:48])=[C:44]([C:49]2[N:64]=[C:63]([C:62]([CH3:67])([CH3:66])[CH3:61])[S:65][C:50]=2[C:51]2[CH:56]=[CH:55][N:54]=[C:53]([Cl:57])[N:52]=2)[C:43]=1[F:59])[CH:37]=[CH2:38]. (3) The product is: [NH2:23][C:17]1[CH:16]=[N:15][N:14]([CH2:13][CH2:12][O:11][C:8]2[CH:9]=[CH:10][C:5]([C:3]([O:2][CH3:1])=[O:4])=[CH:6][CH:7]=2)[C:18]=1[C:19]([O:21][CH3:22])=[O:20]. Given the reactants [CH3:1][O:2][C:3]([C:5]1[CH:10]=[CH:9][C:8]([O:11][CH2:12][CH2:13][N:14]2[C:18]([C:19]([O:21][CH3:22])=[O:20])=[C:17]([N+:23]([O-])=O)[CH:16]=[N:15]2)=[CH:7][CH:6]=1)=[O:4].COC(C1C=CC(OCCN2C=C([N+]([O-])=O)C(C(OC)=O)=N2)=CC=1)=O.C1COCC1, predict the reaction product. (4) Given the reactants I[C:2]1[S:6][C:5]([NH:7][C:8](=[O:10])[CH3:9])=[N:4][C:3]=1[CH3:11].Br[C:13]1[CH:14]=[C:15]([S:19]([NH:22][CH2:23][CH2:24][OH:25])(=[O:21])=[O:20])[CH:16]=[N:17][CH:18]=1, predict the reaction product. The product is: [OH:25][CH2:24][CH2:23][NH:22][S:19]([C:15]1[CH:14]=[C:13]([C:2]2[S:6][C:5]([NH:7][C:8](=[O:10])[CH3:9])=[N:4][C:3]=2[CH3:11])[CH:18]=[N:17][CH:16]=1)(=[O:21])=[O:20]. (5) Given the reactants I[C:2]1[CH:3]=[C:4]([CH2:13][OH:14])[CH:5]=[C:6]2[C:11]=1[N:10]=[CH:9][C:8]([CH3:12])=[CH:7]2.[CH3:15][N:16](C=O)C, predict the reaction product. The product is: [OH:14][CH2:13][C:4]1[CH:5]=[C:6]2[C:11](=[C:2]([C:15]#[N:16])[CH:3]=1)[N:10]=[CH:9][C:8]([CH3:12])=[CH:7]2.